Dataset: Reaction yield outcomes from USPTO patents with 853,638 reactions. Task: Predict the reaction yield, written as a fraction of the theoretical maximum amount of product (1.0 means a 100% yield; for example, 0.34 means a 34% yield). (1) The reactants are [CH:1]([C@@H:3]1[CH2:8][CH2:7][C@H:6]([CH3:9])[CH2:5][N:4]1[C:10]([O:12][C:13]([CH3:16])([CH3:15])[CH3:14])=[O:11])=[O:2].[BH4-].[Na+]. The catalyst is CO. The product is [OH:2][CH2:1][C@@H:3]1[CH2:8][CH2:7][C@H:6]([CH3:9])[CH2:5][N:4]1[C:10]([O:12][C:13]([CH3:14])([CH3:16])[CH3:15])=[O:11]. The yield is 0.990. (2) The reactants are [CH:1]1([CH:7]([C:19]2[S:20][C:21]([C:25]3[CH:30]=[CH:29][CH:28]=[CH:27][CH:26]=3)=[CH:22][C:23]=2[CH3:24])[O:8][C:9]2[CH:18]=[CH:17][C:12]([C:13]([O:15]C)=[O:14])=[CH:11][CH:10]=2)[CH2:6][CH2:5][CH2:4][CH2:3][CH2:2]1.[OH-].[Na+].O.Cl. The catalyst is CO.O1CCCC1. The product is [CH:1]1([CH:7]([C:19]2[S:20][C:21]([C:25]3[CH:30]=[CH:29][CH:28]=[CH:27][CH:26]=3)=[CH:22][C:23]=2[CH3:24])[O:8][C:9]2[CH:18]=[CH:17][C:12]([C:13]([OH:15])=[O:14])=[CH:11][CH:10]=2)[CH2:6][CH2:5][CH2:4][CH2:3][CH2:2]1. The yield is 0.620. (3) The reactants are [C:1](Cl)(=[O:17])[CH2:2][CH2:3][CH2:4][CH2:5][CH2:6][CH2:7][CH2:8][CH2:9][CH2:10][CH2:11][CH2:12][CH2:13][CH2:14][CH2:15][CH3:16].[C:19]([N:36]([C@@H:42]1[C@H:46]([OH:47])[C@@H:45]([CH2:48][OH:49])[O:44][C@H:43]1[N:50]1[CH:57]=[CH:56][C:54](=[O:55])[NH:53][C:51]1=[O:52])[C:37](=[O:41])[CH2:38][CH2:39][NH2:40])([O:21][CH2:22][CH:23]1[C:35]2[C:30](=[CH:31][CH:32]=[CH:33][CH:34]=2)[C:29]2[C:24]1=[CH:25][CH:26]=[CH:27][CH:28]=2)=[O:20]. The catalyst is N1C=CC=CC=1. The product is [C:1]([C@@:46]1([OH:47])[C@@H:45]([CH:48]([C:1](=[O:17])[CH2:2][CH2:3][CH2:4][CH2:5][CH2:6][CH2:7][CH2:8][CH2:9][CH2:10][CH2:11][CH2:12][CH2:13][CH2:14][CH2:15][CH3:16])[OH:49])[O:44][C@@H:43]([N:50]2[CH:57]=[CH:56][C:54](=[O:55])[NH:53][C:51]2=[O:52])[C@@H:42]1[N:36]([C:19]([O:21][CH2:22][CH:23]1[C:24]2[C:29](=[CH:28][CH:27]=[CH:26][CH:25]=2)[C:30]2[C:35]1=[CH:34][CH:33]=[CH:32][CH:31]=2)=[O:20])[C:37](=[O:41])[CH2:38][CH2:39][NH2:40])(=[O:17])[CH2:2][CH2:3][CH2:4][CH2:5][CH2:6][CH2:7][CH2:8][CH2:9][CH2:10][CH2:11][CH2:12][CH2:13][CH2:14][CH2:15][CH3:16]. The yield is 0.650. (4) The reactants are [CH2:1]([O:3][C:4](=[O:18])[C:5]1[CH:10]=[C:9]([CH2:11][C:12]2[CH:17]=[CH:16][CH:15]=[CH:14][CH:13]=2)[CH:8]=[N:7][CH:6]=1)[CH3:2]. The catalyst is CCO.Cl.O=[Pt]=O. The product is [CH:12]1([CH2:11][CH:9]2[CH2:8][NH:7][CH2:6][CH:5]([C:4]([O:3][CH2:1][CH3:2])=[O:18])[CH2:10]2)[CH2:13][CH2:14][CH2:15][CH2:16][CH2:17]1. The yield is 0.730. (5) The reactants are FC(F)(F)C(O)=O.C(OC([N:15]1[CH2:20][C:19](=[O:21])[N:18]([C:22]2[C:27]([F:28])=[CH:26][CH:25]=[CH:24][C:23]=2[F:29])[CH2:17][C:16]1([CH3:31])[CH3:30])=O)(C)(C)C. The catalyst is C(Cl)Cl. The product is [F:28][C:27]1[CH:26]=[CH:25][CH:24]=[C:23]([F:29])[C:22]=1[N:18]1[CH2:17][C:16]([CH3:30])([CH3:31])[NH:15][CH2:20][C:19]1=[O:21]. The yield is 1.00.